This data is from Reaction yield outcomes from USPTO patents with 853,638 reactions. The task is: Predict the reaction yield, written as a fraction of the theoretical maximum amount of product (1.0 means a 100% yield; for example, 0.34 means a 34% yield). The yield is 0.994. The product is [F:6][C:7]1[CH:12]=[CH:11][CH:10]=[CH:9][C:8]=1[O:13][C:15]1[CH:22]=[CH:21][C:18]([CH:19]=[O:20])=[CH:17][CH:16]=1. The reactants are CN(C)C=O.[F:6][C:7]1[CH:12]=[CH:11][CH:10]=[CH:9][C:8]=1[OH:13].F[C:15]1[CH:22]=[CH:21][C:18]([CH:19]=[O:20])=[CH:17][CH:16]=1.C(=O)([O-])[O-].[K+].[K+]. The catalyst is O.